This data is from NCI-60 drug combinations with 297,098 pairs across 59 cell lines. The task is: Regression. Given two drug SMILES strings and cell line genomic features, predict the synergy score measuring deviation from expected non-interaction effect. (1) Drug 1: CN(C)N=NC1=C(NC=N1)C(=O)N. Drug 2: CC1=C2C(C(=O)C3(C(CC4C(C3C(C(C2(C)C)(CC1OC(=O)C(C(C5=CC=CC=C5)NC(=O)C6=CC=CC=C6)O)O)OC(=O)C7=CC=CC=C7)(CO4)OC(=O)C)O)C)OC(=O)C. Cell line: OVCAR-8. Synergy scores: CSS=44.4, Synergy_ZIP=-0.176, Synergy_Bliss=-1.07, Synergy_Loewe=-38.7, Synergy_HSA=-2.98. (2) Drug 1: COC1=NC(=NC2=C1N=CN2C3C(C(C(O3)CO)O)O)N. Drug 2: CS(=O)(=O)OCCCCOS(=O)(=O)C. Cell line: HOP-62. Synergy scores: CSS=9.57, Synergy_ZIP=-6.61, Synergy_Bliss=-12.0, Synergy_Loewe=0.389, Synergy_HSA=-5.78. (3) Drug 1: CC1=C(C=C(C=C1)C(=O)NC2=CC(=CC(=C2)C(F)(F)F)N3C=C(N=C3)C)NC4=NC=CC(=N4)C5=CN=CC=C5. Drug 2: CC1=C(N=C(N=C1N)C(CC(=O)N)NCC(C(=O)N)N)C(=O)NC(C(C2=CN=CN2)OC3C(C(C(C(O3)CO)O)O)OC4C(C(C(C(O4)CO)O)OC(=O)N)O)C(=O)NC(C)C(C(C)C(=O)NC(C(C)O)C(=O)NCCC5=NC(=CS5)C6=NC(=CS6)C(=O)NCCC[S+](C)C)O. Cell line: EKVX. Synergy scores: CSS=-3.68, Synergy_ZIP=3.61, Synergy_Bliss=1.74, Synergy_Loewe=-9.49, Synergy_HSA=-6.75. (4) Drug 1: CNC(=O)C1=CC=CC=C1SC2=CC3=C(C=C2)C(=NN3)C=CC4=CC=CC=N4. Drug 2: CC(C)(C#N)C1=CC(=CC(=C1)CN2C=NC=N2)C(C)(C)C#N. Cell line: HT29. Synergy scores: CSS=-3.17, Synergy_ZIP=1.19, Synergy_Bliss=0.0866, Synergy_Loewe=-2.30, Synergy_HSA=-2.34. (5) Drug 1: C1CC(=O)NC(=O)C1N2CC3=C(C2=O)C=CC=C3N. Drug 2: CCC1=CC2CC(C3=C(CN(C2)C1)C4=CC=CC=C4N3)(C5=C(C=C6C(=C5)C78CCN9C7C(C=CC9)(C(C(C8N6C)(C(=O)OC)O)OC(=O)C)CC)OC)C(=O)OC.C(C(C(=O)O)O)(C(=O)O)O. Cell line: DU-145. Synergy scores: CSS=50.9, Synergy_ZIP=-1.24, Synergy_Bliss=-5.45, Synergy_Loewe=-38.9, Synergy_HSA=-3.47. (6) Drug 1: CC1=CC2C(CCC3(C2CCC3(C(=O)C)OC(=O)C)C)C4(C1=CC(=O)CC4)C. Drug 2: CC(C)NC(=O)C1=CC=C(C=C1)CNNC.Cl. Cell line: A549. Synergy scores: CSS=8.54, Synergy_ZIP=-0.229, Synergy_Bliss=4.64, Synergy_Loewe=-1.24, Synergy_HSA=1.07. (7) Drug 1: CNC(=O)C1=CC=CC=C1SC2=CC3=C(C=C2)C(=NN3)C=CC4=CC=CC=N4. Drug 2: CNC(=O)C1=NC=CC(=C1)OC2=CC=C(C=C2)NC(=O)NC3=CC(=C(C=C3)Cl)C(F)(F)F. Cell line: OVCAR-4. Synergy scores: CSS=1.60, Synergy_ZIP=-5.02, Synergy_Bliss=-1.09, Synergy_Loewe=-3.50, Synergy_HSA=-3.14.